The task is: Predict the reactants needed to synthesize the given product.. This data is from Full USPTO retrosynthesis dataset with 1.9M reactions from patents (1976-2016). (1) Given the product [NH2:22][C:23]1[C:24]2[C:31]([C:32]3[CH:37]=[CH:36][C:35]([NH:38][C:39]4[O:40][C:41]5[CH:47]=[CH:46][C:45]([CH3:48])=[CH:44][C:42]=5[N:43]=4)=[C:34]([F:49])[CH:33]=3)=[CH:30][N:29]([C@H:50]3[CH2:51][CH2:52][C@H:53]([N:18]4[CH2:19][CH2:20][NH:15][C:16](=[O:21])[CH2:17]4)[CH2:54][CH2:55]3)[C:25]=2[N:26]=[CH:27][N:28]=1, predict the reactants needed to synthesize it. The reactants are: C(O[BH-](OC(=O)C)OC(=O)C)(=O)C.[Na+].[NH:15]1[CH2:20][CH2:19][NH:18][CH2:17][C:16]1=[O:21].[NH2:22][C:23]1[C:24]2[C:31]([C:32]3[CH:37]=[CH:36][C:35]([NH:38][C:39]4[O:40][C:41]5[CH:47]=[CH:46][C:45]([CH3:48])=[CH:44][C:42]=5[N:43]=4)=[C:34]([F:49])[CH:33]=3)=[CH:30][N:29]([CH:50]3[CH2:55][CH2:54][C:53](=O)[CH2:52][CH2:51]3)[C:25]=2[N:26]=[CH:27][N:28]=1.C(O)(=O)C. (2) The reactants are: [NH2:1][CH:2]1[CH2:5][CH:4]([C:6]2[CH:11]=[CH:10][C:9]([C:12]3[N:13]=[C:14]([C@@H:17]4[CH2:21][CH2:20][CH2:19][N:18]4[C:22]([O:24][C:25]([CH3:28])([CH3:27])[CH3:26])=[O:23])[NH:15][CH:16]=3)=[CH:8][CH:7]=2)[CH2:3]1.[N:29]1([C:37]([O:39][C:40]([CH3:43])([CH3:42])[CH3:41])=[O:38])[CH2:36][CH2:35][CH2:34][C@H:30]1[C:31](O)=[O:32].CC(C)N=C=NC(C)C. Given the product [C:25]([O:24][C:22]([N:18]1[CH2:19][CH2:20][CH2:21][C@H:17]1[C:14]1[NH:15][CH:16]=[C:12]([C:9]2[CH:10]=[CH:11][C:6]([CH:4]3[CH2:3][CH:2]([NH:1][C:31]([C@@H:30]4[CH2:34][CH2:35][CH2:36][N:29]4[C:37]([O:39][C:40]([CH3:43])([CH3:42])[CH3:41])=[O:38])=[O:32])[CH2:5]3)=[CH:7][CH:8]=2)[N:13]=1)=[O:23])([CH3:28])([CH3:27])[CH3:26], predict the reactants needed to synthesize it. (3) Given the product [Br-:46].[C:23]([O:22][CH2:21][CH2:20][N:19]([CH2:18][CH2:17][O:16][C:1](=[O:15])[CH2:2][CH2:3][CH2:4][CH2:5][CH2:6][CH2:7][CH2:8]/[CH:9]=[CH:10]\[CH2:11][CH2:12][CH2:13][CH2:14][CH2:5][CH2:6][CH2:7][CH3:8])[C:38](=[O:45])[CH2:39][CH2:40][CH2:41][N+:42]([CH2:47][CH2:48][OH:49])([CH3:43])[CH3:44])(=[O:37])[CH2:24][CH2:25][CH2:26][CH2:27][CH2:28][CH2:29][CH2:30]/[CH:31]=[CH:32]\[CH2:33][CH2:34][CH2:35][CH2:36][CH2:1][CH2:2][CH2:3][CH3:4], predict the reactants needed to synthesize it. The reactants are: [C:1]([O:16][CH2:17][CH2:18][N:19]([C:38](=[O:45])[CH2:39][CH2:40][CH2:41][N:42]([CH3:44])[CH3:43])[CH2:20][CH2:21][O:22][C:23](=[O:37])[CH2:24][CH2:25][CH2:26][CH2:27][CH2:28][CH2:29][CH2:30][CH2:31][CH2:32][CH2:33][CH2:34][CH2:35][CH3:36])(=[O:15])[CH2:2][CH2:3][CH2:4][CH2:5][CH2:6][CH2:7][CH2:8][CH2:9][CH2:10][CH2:11][CH2:12][CH2:13][CH3:14].[Br:46][CH2:47][CH2:48][OH:49]. (4) Given the product [CH:26]([S:23]([C:20]1[CH:19]=[CH:18][C:17]([C:14]2[N:15]=[C:16]3[C:8]([C:6]#[C:5][Si:2]([CH3:4])([CH3:3])[CH3:1])=[CH:9][N:10]([S:29]([C:32]4[CH:33]=[CH:34][C:35]([CH3:38])=[CH:36][CH:37]=4)(=[O:30])=[O:31])[C:11]3=[N:12][CH:13]=2)=[CH:22][CH:21]=1)(=[O:24])=[O:25])([CH3:28])[CH3:27], predict the reactants needed to synthesize it. The reactants are: [CH3:1][Si:2]([C:5]#[CH:6])([CH3:4])[CH3:3].I[C:8]1[C:16]2[C:11](=[N:12][CH:13]=[C:14]([C:17]3[CH:22]=[CH:21][C:20]([S:23]([CH:26]([CH3:28])[CH3:27])(=[O:25])=[O:24])=[CH:19][CH:18]=3)[N:15]=2)[N:10]([S:29]([C:32]2[CH:37]=[CH:36][C:35]([CH3:38])=[CH:34][CH:33]=2)(=[O:31])=[O:30])[CH:9]=1.C(N(CC)CC)C. (5) Given the product [CH2:1]([NH:8][S:9]([N:12]1[CH2:13][CH2:20][CH:21]([N:24]2[C:28]3[CH:29]=[CH:30][CH:31]=[CH:32][C:27]=3[NH:26][C:25]2=[O:33])[CH2:15][CH2:16]1)(=[O:10])=[O:11])[C:2]1[CH:3]=[CH:4][CH:5]=[CH:6][CH:7]=1, predict the reactants needed to synthesize it. The reactants are: [CH2:1]([NH:8][S:9]([N:12]1[CH2:16][CH2:15]O[C:13]1=O)(=[O:11])=[O:10])[C:2]1[CH:7]=[CH:6][CH:5]=[CH:4][CH:3]=1.N1CC[CH:21]([N:24]2[C:28]3[CH:29]=[CH:30][CH:31]=[CH:32][C:27]=3[NH:26][C:25]2=[O:33])[CH2:20]C1.C(N(CC)CC)C. (6) Given the product [F:9][C:8]([F:11])([F:10])[C:7]1[CH:2]=[C:3]2[C:4]([CH2:22][O:24][C:12]2=[O:13])=[CH:5][CH:6]=1, predict the reactants needed to synthesize it. The reactants are: Br[C:2]1[C:7]([C:8]([F:11])([F:10])[F:9])=[CH:6][CH:5]=[CH:4][C:3]=1[CH2:12][OH:13].C(N(CC)CC)C.Cl.[C:22](OCC)(=[O:24])C. (7) Given the product [CH:1]1([N:5]([CH2:21][CH2:22][CH2:23][C:24]2[C:32]3[C:27](=[CH:28][CH:29]=[C:30]([F:33])[CH:31]=3)[NH:26][CH:25]=2)[CH:6]2[CH2:15][C:14]3[C:13]([C:16]([OH:18])=[O:17])=[CH:12][CH:11]=[C:10]([F:20])[C:9]=3[O:8][CH2:7]2)[CH2:2][CH2:3][CH2:4]1, predict the reactants needed to synthesize it. The reactants are: [CH:1]1([N:5]([CH2:21][CH2:22][CH2:23][C:24]2[C:32]3[C:27](=[CH:28][CH:29]=[C:30]([F:33])[CH:31]=3)[NH:26][CH:25]=2)[CH:6]2[CH2:15][C:14]3[C:13]([C:16]([O:18]C)=[O:17])=[CH:12][CH:11]=[C:10]([F:20])[C:9]=3[O:8][CH2:7]2)[CH2:4][CH2:3][CH2:2]1.[OH-].[Na+].O. (8) Given the product [N:14]1[CH:15]=[CH:16][CH:17]=[C:12]([N:10]2[CH:11]=[C:7]([C:5]3[CH:4]=[CH:3][NH:2][N:19]=3)[CH:8]=[N:9]2)[CH:13]=1, predict the reactants needed to synthesize it. The reactants are: C[N:2](C)/[CH:3]=[CH:4]/[C:5]([C:7]1[CH:8]=[N:9][N:10]([C:12]2[CH:13]=[N:14][CH:15]=[CH:16][CH:17]=2)[CH:11]=1)=O.[NH2:19]N.